From a dataset of Forward reaction prediction with 1.9M reactions from USPTO patents (1976-2016). Predict the product of the given reaction. (1) The product is: [F:1][C:2]([F:11])([F:12])[C:3]1[CH:8]=[CH:7][C:6]2[NH:9][C:13](=[O:14])[NH:10][C:5]=2[CH:4]=1. Given the reactants [F:1][C:2]([F:12])([F:11])[C:3]1[CH:4]=[C:5]([NH2:10])[C:6]([NH2:9])=[CH:7][CH:8]=1.[C:13](N1C=CN=C1)(N1C=CN=C1)=[O:14], predict the reaction product. (2) Given the reactants [CH2:1]1[CH:5]2[CH:4]3[CH:3]=[CH:2][CH:1]([CH:4]2[CH:3]=[CH:2]1)[CH2:5]3.[Cl:11][SiH:12]([Cl:14])[Cl:13].CCCCCCCCCCCCCCCC, predict the reaction product. The product is: [CH:4]1([Si:12]([Cl:14])([Cl:13])[Cl:11])[CH2:5][CH2:1][CH:2]=[CH:3]1. (3) Given the reactants C([O:5][C:6](=[O:46])[CH2:7][N:8](C(OC(C)(C)C)=O)[C:9]1[CH:14]=[CH:13][CH:12]=[C:11]([CH:15]([S:29]([C:32]2[CH:37]=[CH:36][C:35]([F:38])=[CH:34][CH:33]=2)(=[O:31])=[O:30])[NH:16][CH2:17][C:18]2[CH:23]=[CH:22][C:21]([N:24]3[CH:28]=[CH:27][CH:26]=[N:25]3)=[CH:20][CH:19]=2)[N:10]=1)(C)(C)C.C(OC(=O)CN(C(OC(C)(C)C)=O)C1C=CC=C(C(CC2C=CC(N3C=CC=N3)=CC=2)NS(C2C=CC=CN=2)(=O)=O)N=1)(C)(C)C, predict the reaction product. The product is: [F:38][C:35]1[CH:36]=[CH:37][C:32]([S:29]([CH:15]([NH:16][CH2:17][C:18]2[CH:23]=[CH:22][C:21]([N:24]3[CH:28]=[CH:27][CH:26]=[N:25]3)=[CH:20][CH:19]=2)[C:11]2[N:10]=[C:9]([NH:8][CH2:7][C:6]([OH:46])=[O:5])[CH:14]=[CH:13][CH:12]=2)(=[O:30])=[O:31])=[CH:33][CH:34]=1.